This data is from Peptide-MHC class I binding affinity with 185,985 pairs from IEDB/IMGT. The task is: Regression. Given a peptide amino acid sequence and an MHC pseudo amino acid sequence, predict their binding affinity value. This is MHC class I binding data. (1) The peptide sequence is GLFGAIAGFI. The MHC is HLA-A02:06 with pseudo-sequence HLA-A02:06. The binding affinity (normalized) is 0.275. (2) The MHC is HLA-A11:01 with pseudo-sequence HLA-A11:01. The binding affinity (normalized) is 0. The peptide sequence is FMVFLQTHI. (3) The peptide sequence is KTVQFCDAMR. The MHC is HLA-A68:01 with pseudo-sequence HLA-A68:01. The binding affinity (normalized) is 0.584. (4) The peptide sequence is AVFIHNFKRK. The MHC is HLA-B45:01 with pseudo-sequence HLA-B45:01. The binding affinity (normalized) is 0.